From a dataset of Reaction yield outcomes from USPTO patents with 853,638 reactions. Predict the reaction yield, written as a fraction of the theoretical maximum amount of product (1.0 means a 100% yield; for example, 0.34 means a 34% yield). The reactants are [H-].[Na+].[C:3]([O:11][CH2:12][CH3:13])(=[O:10])[CH2:4][C:5]([O:7][CH2:8][CH3:9])=[O:6].[Br:14][C:15]1[CH:20]=[CH:19][CH:18]=[C:17](CCl)[C:16]=1[F:23]. The catalyst is C1COCC1. The product is [Br:14][C:15]1[C:16]([F:23])=[C:17]([CH:4]([C:5]([O:7][CH2:8][CH3:9])=[O:6])[C:3]([O:11][CH2:12][CH3:13])=[O:10])[CH:18]=[CH:19][CH:20]=1. The yield is 0.680.